From a dataset of Retrosynthesis with 50K atom-mapped reactions and 10 reaction types from USPTO. Predict the reactants needed to synthesize the given product. (1) Given the product CC(C)(C)c1ccccc1N1CCN(C(=O)c2cncc(OCC(=O)O)c2)CC1, predict the reactants needed to synthesize it. The reactants are: CC(C)(C)OC(=O)COc1cncc(C(=O)N2CCN(c3ccccc3C(C)(C)C)CC2)c1. (2) Given the product Clc1ccccc1[C@H]1CCCN1, predict the reactants needed to synthesize it. The reactants are: Clc1ccccc1C1=CCCN1.